Dataset: NCI-60 drug combinations with 297,098 pairs across 59 cell lines. Task: Regression. Given two drug SMILES strings and cell line genomic features, predict the synergy score measuring deviation from expected non-interaction effect. (1) Drug 1: CC1=C2C(C(=O)C3(C(CC4C(C3C(C(C2(C)C)(CC1OC(=O)C(C(C5=CC=CC=C5)NC(=O)OC(C)(C)C)O)O)OC(=O)C6=CC=CC=C6)(CO4)OC(=O)C)OC)C)OC. Drug 2: C1CCN(CC1)CCOC2=CC=C(C=C2)C(=O)C3=C(SC4=C3C=CC(=C4)O)C5=CC=C(C=C5)O. Cell line: K-562. Synergy scores: CSS=64.9, Synergy_ZIP=6.12, Synergy_Bliss=6.44, Synergy_Loewe=0.764, Synergy_HSA=6.39. (2) Drug 1: CS(=O)(=O)C1=CC(=C(C=C1)C(=O)NC2=CC(=C(C=C2)Cl)C3=CC=CC=N3)Cl. Drug 2: B(C(CC(C)C)NC(=O)C(CC1=CC=CC=C1)NC(=O)C2=NC=CN=C2)(O)O. Cell line: IGROV1. Synergy scores: CSS=0.318, Synergy_ZIP=4.95, Synergy_Bliss=-1.12, Synergy_Loewe=-0.520, Synergy_HSA=-1.39.